This data is from Full USPTO retrosynthesis dataset with 1.9M reactions from patents (1976-2016). The task is: Predict the reactants needed to synthesize the given product. (1) Given the product [N+:25]([C:28]1[CH:38]=[CH:37][CH:36]=[C:30]2[C:29]=1[C:34](=[O:33])[N:5]([CH:6]([C:9]1[CH:14]=[CH:13][C:12]([O:15][CH3:16])=[C:11]([O:17][CH2:18][CH3:19])[CH:10]=1)[C:7]#[N:8])[C:31]2=[O:32])([O-:27])=[O:26], predict the reactants needed to synthesize it. The reactants are: C(O)(=O)C.[NH2:5][CH:6]([C:9]1[CH:14]=[CH:13][C:12]([O:15][CH3:16])=[C:11]([O:17][CH2:18][CH3:19])[CH:10]=1)[C:7]#[N:8].C([O-])(=O)C.[Na+].[N+:25]([C:28]1[CH:38]=[CH:37][CH:36]=[C:30]2[C:31]([O:33][C:34](=O)[C:29]=12)=[O:32])([O-:27])=[O:26]. (2) Given the product [OH:28][CH2:27]/[CH:26]=[CH:25]/[C:16]1[C:15](=[O:30])[N:14]2[CH:31]=[CH:32][C:11]([CH2:10][CH2:9][C:6]3[S:7][CH:8]=[C:4]([CH:1]([CH3:3])[CH3:2])[N:5]=3)=[CH:12][C:13]2=[N:18][C:17]=1[N:19]1[CH2:24][CH2:23][O:22][CH2:21][CH2:20]1, predict the reactants needed to synthesize it. The reactants are: [CH:1]([C:4]1[N:5]=[C:6]([CH2:9][CH2:10][C:11]2[CH:32]=[CH:31][N:14]3[C:15](=[O:30])[C:16](/[CH:25]=[CH:26]/[C:27](O)=[O:28])=[C:17]([N:19]4[CH2:24][CH2:23][O:22][CH2:21][CH2:20]4)[N:18]=[C:13]3[CH:12]=2)[S:7][CH:8]=1)([CH3:3])[CH3:2].C(N(CC)CC)C.ClC(OCC)=O.[BH4-].[Na+].